From a dataset of Forward reaction prediction with 1.9M reactions from USPTO patents (1976-2016). Predict the product of the given reaction. Given the reactants [CH3:1][O:2][C:3]([C:5]1[O:6][C:7]([NH:10][CH:11]=[C:12]2[C:17](=[O:18])OC(C)(C)OC2=O)=[CH:8][CH:9]=1)=[O:4], predict the reaction product. The product is: [CH3:1][O:2][C:3]([C:5]1[O:6][C:7]2[NH:10][CH:11]=[CH:12][C:17](=[O:18])[C:8]=2[CH:9]=1)=[O:4].